Dataset: Catalyst prediction with 721,799 reactions and 888 catalyst types from USPTO. Task: Predict which catalyst facilitates the given reaction. (1) Reactant: [Cu]([C:4]#[N:5])C#N.Br[C:7]1[CH:8]=[CH:9][C:10]([O:13][CH3:14])=[N:11][CH:12]=1. Product: [CH3:14][O:13][C:10]1[CH:9]=[CH:8][C:7]([C:4]#[N:5])=[CH:12][N:11]=1. The catalyst class is: 9. (2) Reactant: Br[C:2]1[CH:3]=[N:4][CH:5]=[C:6]([C:8]#[C:9][CH3:10])[CH:7]=1.[B:11](OC(C)C)([O:16]C(C)C)[O:12]C(C)C.[Li]CCCC.Cl. Product: [C:8]([C:6]1[CH:7]=[C:2]([B:11]([OH:16])[OH:12])[CH:3]=[N:4][CH:5]=1)#[C:9][CH3:10]. The catalyst class is: 11. (3) Reactant: CS(O[CH2:6][CH2:7][CH2:8][O:9][C:10]1[C:15]([CH3:16])=[CH:14][C:13]([C:17]2[N:21]=[C:20]([C:22]3[CH:27]=[C:26]([O:28][CH3:29])[N:25]=[C:24]([CH:30]4[CH2:34][CH2:33][CH2:32][CH2:31]4)[CH:23]=3)[O:19][N:18]=2)=[CH:12][C:11]=1[CH2:35][CH3:36])(=O)=O.[NH3:37]. Product: [CH:30]1([C:24]2[CH:23]=[C:22]([C:20]3[O:19][N:18]=[C:17]([C:13]4[CH:14]=[C:15]([CH3:16])[C:10]([O:9][CH2:8][CH2:7][CH2:6][NH2:37])=[C:11]([CH2:35][CH3:36])[CH:12]=4)[N:21]=3)[CH:27]=[C:26]([O:28][CH3:29])[N:25]=2)[CH2:34][CH2:33][CH2:32][CH2:31]1. The catalyst class is: 5. (4) Reactant: Br[C:2]1[CH:3]=[CH:4][C:5](O)=[C:6]([C:8]2[CH:17]=[CH:16][C:15]3[C:10](=[CH:11][CH:12]=[C:13]([C:18]4[N:22]([CH:23]5[CH2:28][CH2:27][CH2:26][CH2:25][CH2:24]5)[C:21]5[CH:29]=[CH:30][C:31]([C:33]([OH:35])=[O:34])=[CH:32][C:20]=5[N:19]=4)[CH:14]=3)[N:9]=2)[CH:7]=1.C(O[C:40]([C:42]1C=CC2N(C3CCCCC3)[C:40]([C:42]3C=CC(N)=[C:44](C=O)[CH:43]=3)=N[C:44]=2[CH:43]=1)=O)C.[OH-].[K+]. The catalyst class is: 8. Product: [CH:23]1([N:22]2[C:21]3[CH:29]=[CH:30][C:31]([C:33]([OH:35])=[O:34])=[CH:32][C:20]=3[N:19]=[C:18]2[C:13]2[CH:14]=[C:15]3[C:10](=[CH:11][CH:12]=2)[N:9]=[C:8]([C:6]2[C:5]4[C:4](=[CH:40][CH:42]=[CH:43][CH:44]=4)[CH:3]=[CH:2][CH:7]=2)[CH:17]=[CH:16]3)[CH2:24][CH2:25][CH2:26][CH2:27][CH2:28]1. (5) Reactant: [F:1][C:2]1[CH:7]=[CH:6][C:5]([NH:8][C:9](=[O:29])[CH2:10][C:11]([NH:13][C:14]2[CH:19]=[CH:18][C:17]([O:20][C:21]3[CH:26]=[CH:25][N:24]=[C:23]([NH2:27])[CH:22]=3)=[C:16]([F:28])[CH:15]=2)=[O:12])=[CH:4][CH:3]=1.C(N(CC)CC)C.[CH:37]1([C:40](Cl)=[O:41])[CH2:39][CH2:38]1.[OH-].[Na+]. Product: [F:1][C:2]1[CH:3]=[CH:4][C:5]([NH:8][C:9](=[O:29])[CH2:10][C:11]([NH:13][C:14]2[CH:19]=[CH:18][C:17]([O:20][C:21]3[CH:26]=[CH:25][N:24]=[C:23]([NH:27][C:40]([CH:37]4[CH2:39][CH2:38]4)=[O:41])[CH:22]=3)=[C:16]([F:28])[CH:15]=2)=[O:12])=[CH:6][CH:7]=1. The catalyst class is: 405. (6) Reactant: [NH2:1][C:2]1[C:10]2[C:9]([C:11]3[CH:16]=[CH:15][CH:14]=[C:13]([Cl:17])[CH:12]=3)=[N:8][C:7]([S:18][CH3:19])=[N:6][C:5]=2[S:4][C:3]=1[C:20]([NH2:22])=[O:21].C1C[O:26]CC1. Product: [NH2:1][C:2]1[C:10]2[C:9]([C:11]3[CH:16]=[CH:15][CH:14]=[C:13]([Cl:17])[CH:12]=3)=[N:8][C:7]([S:18]([CH3:19])=[O:26])=[N:6][C:5]=2[S:4][C:3]=1[C:20]([NH2:22])=[O:21]. The catalyst class is: 15. (7) The catalyst class is: 323. Reactant: [H-].[Na+].Br[CH2:4][CH2:5][CH:6]1[CH2:10][CH2:9][CH:8]([CH2:11][C:12]2[CH:17]=[CH:16][C:15]([Cl:18])=[CH:14][CH:13]=2)[C:7]1=[O:19].O. Product: [Cl:18][C:15]1[CH:16]=[CH:17][C:12]([CH2:11][CH:8]2[CH2:9][CH2:10][C:6]3([CH2:4][CH2:5]3)[C:7]2=[O:19])=[CH:13][CH:14]=1.